Task: Predict which catalyst facilitates the given reaction.. Dataset: Catalyst prediction with 721,799 reactions and 888 catalyst types from USPTO (1) The catalyst class is: 8. Reactant: [OH-].[Na+].[Cl:3][C:4]1[C:9]([O:10][CH3:11])=[C:8]([CH2:12][N:13]2[CH2:16][C:15]3([CH2:20][C:19]([N:21]4[CH2:26][CH2:25][C:24]([CH3:32])([C:27]([O:29]CC)=[O:28])[CH2:23][CH2:22]4)=[N:18][O:17]3)[CH2:14]2)[CH:7]=[C:6]([CH:33]2[CH2:35][CH2:34]2)[C:5]=1[C:36]1[CH:41]=[CH:40][C:39]([F:42])=[CH:38][CH:37]=1. Product: [Cl:3][C:4]1[C:9]([O:10][CH3:11])=[C:8]([CH2:12][N:13]2[CH2:14][C:15]3([CH2:20][C:19]([N:21]4[CH2:22][CH2:23][C:24]([CH3:32])([C:27]([OH:29])=[O:28])[CH2:25][CH2:26]4)=[N:18][O:17]3)[CH2:16]2)[CH:7]=[C:6]([CH:33]2[CH2:35][CH2:34]2)[C:5]=1[C:36]1[CH:41]=[CH:40][C:39]([F:42])=[CH:38][CH:37]=1. (2) Reactant: [CH3:16][C:11]1([CH3:17])[C:12]([CH3:15])([CH3:14])[O:13][B:9]([B:9]2[O:13][C:12]([CH3:15])([CH3:14])[C:11]([CH3:17])([CH3:16])[O:10]2)[O:10]1.Br[C:20]1[CH:31]=[CH:30][C:23]([C:24]([NH:26][CH:27]2[CH2:29][CH2:28]2)=[O:25])=[CH:22][CH:21]=1.C([O-])(=O)C.[K+]. Product: [CH:27]1([NH:26][C:24](=[O:25])[C:23]2[CH:30]=[CH:31][C:20]([B:9]3[O:10][C:11]([CH3:16])([CH3:17])[C:12]([CH3:14])([CH3:15])[O:13]3)=[CH:21][CH:22]=2)[CH2:28][CH2:29]1. The catalyst class is: 16. (3) Product: [CH3:46][C:28]1[CH:29]=[CH:30][C:31]([S:33](=[O:45])(=[O:44])[NH:34][CH2:35][CH2:36][C:37]2[CH:42]=[CH:41][C:40]([S:8][C:5]3[CH:6]=[CH:7][C:2]([CH3:1])=[CH:3][CH:4]=3)=[CH:39][CH:38]=2)=[CH:32][C:27]=1[C:26]([OH:25])=[O:47]. The catalyst class is: 13. Reactant: [CH3:1][C:2]1[CH:7]=[CH:6][C:5]([SH:8])=[CH:4][CH:3]=1.P([O-])([O-])([O-])=O.[K+].[K+].[K+].CN(C)CC(O)=O.C[O:25][C:26](=[O:47])[C:27]1[CH:32]=[C:31]([S:33](=[O:45])(=[O:44])[NH:34][CH2:35][CH2:36][C:37]2[CH:42]=[CH:41][C:40](I)=[CH:39][CH:38]=2)[CH:30]=[CH:29][C:28]=1[CH3:46]. (4) Reactant: [Cl:1][C:2]1[CH:7]=[C:6]([Cl:8])[CH:5]=[CH:4][C:3]=1[NH:9][C:10](=[O:14])[O:11][CH2:12][CH3:13].[H-].[Na+].Cl[C:18]1[C:23]([N+:24]([O-:26])=[O:25])=[CH:22][C:21]([N+:27]([O-:29])=[O:28])=[CH:20][C:19]=1[C:30]([F:33])([F:32])[F:31].Cl. Product: [Cl:1][C:2]1[CH:7]=[C:6]([Cl:8])[CH:5]=[CH:4][C:3]=1[N:9]([C:18]1[C:19]([C:30]([F:32])([F:33])[F:31])=[CH:20][C:21]([N+:27]([O-:29])=[O:28])=[CH:22][C:23]=1[N+:24]([O-:26])=[O:25])[C:10](=[O:14])[O:11][CH2:12][CH3:13]. The catalyst class is: 7. (5) Reactant: Cl[C:2]1[CH:7]=[C:6]([NH:8][CH:9]([CH3:11])[CH3:10])[C:5]([C:12]2[O:13][C:14]([C:17]3[CH:22]=[CH:21][CH:20]=[CH:19][CH:18]=3)=[N:15][N:16]=2)=[CH:4][N:3]=1.[NH2:23][C:24]1[CH:32]=[CH:31][C:27]2[N:28]=[CH:29][S:30][C:26]=2[CH:25]=1.CC1(C)C2C(=C(P(C3C=CC=CC=3)C3C=CC=CC=3)C=CC=2)OC2C(P(C3C=CC=CC=3)C3C=CC=CC=3)=CC=CC1=2.C([O-])([O-])=O.[Na+].[Na+]. Product: [S:30]1[C:26]2[CH:25]=[C:24]([NH:23][C:2]3[CH:7]=[C:6]([NH:8][CH:9]([CH3:11])[CH3:10])[C:5]([C:12]4[O:13][C:14]([C:17]5[CH:22]=[CH:21][CH:20]=[CH:19][CH:18]=5)=[N:15][N:16]=4)=[CH:4][N:3]=3)[CH:32]=[CH:31][C:27]=2[N:28]=[CH:29]1. The catalyst class is: 488. (6) Reactant: [Cl:1][C:2]1[CH:7]=[C:6]([C:8]2[CH:13]=[C:12]([F:14])[CH:11]=[C:10]([F:15])[CH:9]=2)[N:5]2[N:16]=[C:17]([CH3:19])[CH:18]=[C:4]2[N:3]=1.[I:20]N1C(=O)CCC1=O. Product: [Cl:1][C:2]1[CH:7]=[C:6]([C:8]2[CH:9]=[C:10]([F:15])[CH:11]=[C:12]([F:14])[CH:13]=2)[N:5]2[N:16]=[C:17]([CH3:19])[C:18]([I:20])=[C:4]2[N:3]=1. The catalyst class is: 2. (7) Reactant: [C:1]([C:3]1[CH:4]=[C:5]([C:9]2[C:18]3[C:13](=[CH:14][CH:15]=[CH:16][CH:17]=3)[C:12]([O:19]C)=[N:11][CH:10]=2)[CH:6]=[CH:7][CH:8]=1)#[N:2].[I-].[Na+].Cl[Si](C)(C)[CH3:25]. Product: [CH3:25][C:10]1[NH:11][C:12](=[O:19])[C:13]2[C:18]([C:9]=1[C:5]1[CH:4]=[C:3]([CH:8]=[CH:7][CH:6]=1)[C:1]#[N:2])=[CH:17][CH:16]=[CH:15][CH:14]=2. The catalyst class is: 47. (8) Reactant: C(OC(=O)[NH:7][C:8]1[CH:13]=[CH:12][C:11]([C:14]2[O:15][C:16]([N:21]3[CH2:26][CH2:25][O:24][CH2:23][CH2:22]3)=[CH:17][C:18](=[O:20])[CH:19]=2)=[CH:10][CH:9]=1)(C)(C)C. Product: [NH2:7][C:8]1[CH:13]=[CH:12][C:11]([C:14]2[O:15][C:16]([N:21]3[CH2:22][CH2:23][O:24][CH2:25][CH2:26]3)=[CH:17][C:18](=[O:20])[CH:19]=2)=[CH:10][CH:9]=1. The catalyst class is: 330.